Dataset: Forward reaction prediction with 1.9M reactions from USPTO patents (1976-2016). Task: Predict the product of the given reaction. (1) Given the reactants [C:1]([O:5][C:6]([N:8]1[CH2:12][C@@H:11]([N:13]=[N+]=[N-])[C@H:10]([O:16][CH3:17])[C@H:9]1[C:18]([O:20]CC1C=CC=CC=1)=O)=[O:7])([CH3:4])([CH3:3])[CH3:2].C([O-])([O-])=O.[Na+].[Na+].[C:34](ON1C(=O)CCC1=O)([O:36][CH2:37][CH:38]1[C:50]2[C:45](=[CH:46][CH:47]=[CH:48][CH:49]=2)[C:44]2[C:39]1=[CH:40][CH:41]=[CH:42][CH:43]=2)=[O:35].[NH4+].[Cl-].[Cl:61][C:62]1[C:63]([F:70])=[C:64]([CH:67]=[CH:68][CH:69]=1)[CH2:65][NH2:66].CN(C(ON1N=NC2C=CC=CC1=2)=[N+](C)C)C.F[P-](F)(F)(F)(F)F.CCN(C(C)C)C(C)C, predict the reaction product. The product is: [C:1]([O:5][C:6]([N:8]1[CH2:12][C@@H:11]([NH:13][C:34]([O:36][CH2:37][CH:38]2[C:50]3[CH:49]=[CH:48][CH:47]=[CH:46][C:45]=3[C:44]3[C:39]2=[CH:40][CH:41]=[CH:42][CH:43]=3)=[O:35])[C@H:10]([O:16][CH3:17])[C@H:9]1[C:18](=[O:20])[NH:66][CH2:65][C:64]1[CH:67]=[CH:68][CH:69]=[C:62]([Cl:61])[C:63]=1[F:70])=[O:7])([CH3:2])([CH3:3])[CH3:4]. (2) The product is: [F:1][C:2]1[CH:3]=[C:4]([NH:22][C:23]([NH:33][NH2:34])=[O:24])[CH:5]=[CH:6][C:7]=1[N:8]1[CH2:13][CH2:12][N:11]([C:14]2[CH:15]=[CH:16][C:17]([O:20][CH3:21])=[CH:18][CH:19]=2)[CH2:10][CH2:9]1. Given the reactants [F:1][C:2]1[CH:3]=[C:4]([NH:22][C:23](=O)[O:24]C2C=CC=CC=2)[CH:5]=[CH:6][C:7]=1[N:8]1[CH2:13][CH2:12][N:11]([C:14]2[CH:19]=[CH:18][C:17]([O:20][CH3:21])=[CH:16][CH:15]=2)[CH2:10][CH2:9]1.[H-].[NH2:33][NH2:34].O, predict the reaction product. (3) Given the reactants [N:1]1C=CC=CC=1C1[N:8]=[N:9][N:10](C2C=CC(NC3C4N(C=CN=4)C(C4C=CC(C(N)=O)=CC=4)=CN=3)=CC=2)C=1.I[C:38]1[CH:43]=[CH:42][C:41]([N+:44]([O-:46])=[O:45])=[CH:40][CH:39]=1.[CH3:47][N:48]([CH3:52])[CH2:49][C:50]#[CH:51].N1CCC[C@H]1C(O)=O.C([O-])([O-])=O.[Na+].[Na+].[N-]=[N+]=[N-].[Na+].[Na].O=C1O[C@H]([C@H](CO)O)C([O-])=C1O, predict the reaction product. The product is: [NH3:1].[CH3:47][N:48]([CH3:52])[CH2:49][C:50]1[N:8]=[N:9][N:10]([C:38]2[CH:43]=[CH:42][C:41]([N+:44]([O-:46])=[O:45])=[CH:40][CH:39]=2)[CH:51]=1. (4) Given the reactants [Cl:1][C:2]1[CH:3]=[CH:4][C:5]2[N:11]3[CH:12]=[CH:13][CH:14]=[C:10]3[C@@H:9]([CH2:15][CH2:16][C:17]([OH:19])=O)[O:8][C@H:7]([C:20]3[CH:25]=[CH:24][CH:23]=[C:22]([O:26][CH3:27])[C:21]=3[O:28][CH3:29])[C:6]=2[CH:30]=1.[C:31]([CH2:33][CH2:34][NH2:35])#[N:32].Cl.C(N=C=NCCCN(C)C)C.ON1C2C=CC=CC=2N=N1, predict the reaction product. The product is: [Cl:1][C:2]1[CH:3]=[CH:4][C:5]2[N:11]3[CH:12]=[CH:13][CH:14]=[C:10]3[C@@H:9]([CH2:15][CH2:16][C:17]([NH:35][CH2:34][CH2:33][C:31]#[N:32])=[O:19])[O:8][C@H:7]([C:20]3[CH:25]=[CH:24][CH:23]=[C:22]([O:26][CH3:27])[C:21]=3[O:28][CH3:29])[C:6]=2[CH:30]=1. (5) Given the reactants [CH3:1][N:2]1[C:10]2[C:5](=[CH:6][C:7]([C:11]#[N:12])=[CH:8][CH:9]=2)[C:4]([C:13]2[N:21]([S:22]([C:25]3[CH:30]=[CH:29][C:28]([CH3:31])=[CH:27][CH:26]=3)(=[O:24])=[O:23])[C:16]3=[N:17][CH:18]=[CH:19][CH:20]=[C:15]3[CH:14]=2)=[CH:3]1.Cl.[NH2:33][OH:34].C(=O)([O-])[O-].[K+].[K+], predict the reaction product. The product is: [OH:34][NH:33][C:11]([C:7]1[CH:6]=[C:5]2[C:10](=[CH:9][CH:8]=1)[N:2]([CH3:1])[CH:3]=[C:4]2[C:13]1[N:21]([S:22]([C:25]2[CH:26]=[CH:27][C:28]([CH3:31])=[CH:29][CH:30]=2)(=[O:24])=[O:23])[C:16]2=[N:17][CH:18]=[CH:19][CH:20]=[C:15]2[CH:14]=1)=[NH:12]. (6) Given the reactants [CH3:1][O:2][C:3](=[O:13])[C:4]1[C:9](Br)=[C:8]([NH2:11])[CH:7]=[CH:6][C:5]=1[Cl:12].[C:14](=O)([O-])[O-].[K+].[K+].CB1OB(C)OB(C)O1, predict the reaction product. The product is: [CH3:1][O:2][C:3](=[O:13])[C:4]1[CH:9]=[C:8]([NH2:11])[C:7]([CH3:14])=[CH:6][C:5]=1[Cl:12]. (7) Given the reactants [CH3:1][NH:2][CH2:3][CH2:4][OH:5].[C:14](O[C:14]([O:16][C:17]([CH3:20])([CH3:19])[CH3:18])=[O:15])([O:16][C:17]([CH3:20])([CH3:19])[CH3:18])=[O:15], predict the reaction product. The product is: [C:17]([O:16][C:14](=[O:15])[N:2]([CH2:3][CH2:4][OH:5])[CH3:1])([CH3:18])([CH3:19])[CH3:20]. (8) Given the reactants [CH3:1][C:2]1[C:7]([CH:8]=O)=[CH:6][CH:5]=[C:4]([CH3:10])[N:3]=1.Cl.[CH3:12][O:13][C:14](=[O:21])[C@@H:15]([C@H:17]([CH2:19][CH3:20])[CH3:18])[NH2:16].C(N(CC)CC)C.[CH2:29]1[C:37]2[C:32](=[CH:33][CH:34]=[CH:35][CH:36]=2)[CH2:31][CH:30]1[C@@H:38]([NH:42][C:43]([O:45][CH2:46][C:47]1[CH:52]=[CH:51][CH:50]=[CH:49][CH:48]=1)=[O:44])[C:39]([OH:41])=O.[CH2:53]([O:60][C:61]1[CH:66]=[CH:65][CH:64]=[CH:63][C:62]=1[N+:67]#[C-:68])[C:54]1[CH:59]=[CH:58][CH:57]=[CH:56][CH:55]=1.C[OH:70], predict the reaction product. The product is: [CH2:31]1[C:32]2[C:37](=[CH:36][CH:35]=[CH:34][CH:33]=2)[CH2:29][CH:30]1[C@@H:38]([NH:42][C:43]([O:45][CH2:46][C:47]1[CH:48]=[CH:49][CH:50]=[CH:51][CH:52]=1)=[O:44])[C:39]([N:16]([CH:8]([C:7]1[C:2]([CH3:1])=[N:3][C:4]([CH3:10])=[CH:5][CH:6]=1)[C:68](=[O:70])[NH:67][C:62]1[CH:63]=[CH:64][CH:65]=[CH:66][C:61]=1[O:60][CH2:53][C:54]1[CH:55]=[CH:56][CH:57]=[CH:58][CH:59]=1)[C@@H:15]([C:14]([O:13][CH3:12])=[O:21])[C@H:17]([CH2:19][CH3:20])[CH3:18])=[O:41].